Dataset: Catalyst prediction with 721,799 reactions and 888 catalyst types from USPTO. Task: Predict which catalyst facilitates the given reaction. Product: [CH3:19][C@H:17]1[NH:18][C:24](=[O:26])[N:15]([C:12]2[CH:13]=[CH:14][C:9]([O:8][C:5]3[CH:6]=[CH:7][C:2]([CH3:1])=[C:3]([O:21][CH3:22])[CH:4]=3)=[CH:10][CH:11]=2)[C:16]1=[O:20]. Reactant: [CH3:1][C:2]1[CH:7]=[CH:6][C:5]([O:8][C:9]2[CH:14]=[CH:13][C:12]([NH:15][C:16](=[O:20])[C@@H:17]([CH3:19])[NH2:18])=[CH:11][CH:10]=2)=[CH:4][C:3]=1[O:21][CH3:22].Cl[C:24](Cl)([O:26]C(=O)OC(Cl)(Cl)Cl)Cl. The catalyst class is: 4.